Regression/Classification. Given a drug SMILES string, predict its toxicity properties. Task type varies by dataset: regression for continuous values (e.g., LD50, hERG inhibition percentage) or binary classification for toxic/non-toxic outcomes (e.g., AMES mutagenicity, cardiotoxicity, hepatotoxicity). Dataset: carcinogens_lagunin. From a dataset of Carcinogenicity classification data from Lagunin et al.. (1) The compound is C#C[C@@]1(O)CC[C@]2(C)[C@]1(C)CC[C@]1(C)c3ccc(O)cc3CC[C@]12C. The result is 1 (carcinogenic). (2) The compound is CN1CC[C@@]2(C)c3cc(O)ccc3N(C)[C@H]12. The result is 0 (non-carcinogenic).